From a dataset of Forward reaction prediction with 1.9M reactions from USPTO patents (1976-2016). Predict the product of the given reaction. (1) Given the reactants Cl.[F:2][C:3]1[CH:8]=[CH:7][C:6]([C@H:9]2[C:14](=[O:15])[O:13][CH2:12][CH2:11][N:10]2[CH2:16][C:17]2[CH:22]=[CH:21][CH:20]=[CH:19][CH:18]=2)=[CH:5][CH:4]=1.[C:23](=[O:26])(O)[O-].[Na+].CCC(C)[BH-](C(C)CC)C(C)CC.[Li+].[F:42][C:43]([F:58])([F:57])[C:44]1[CH:45]=[C:46]([CH:50]=[C:51]([C:53]([F:56])([F:55])[F:54])[CH:52]=1)[C:47](Cl)=O, predict the reaction product. The product is: [F:2][C:3]1[CH:4]=[CH:5][C:6]([C@H:9]2[C@@H:14]([O:15][C:23](=[O:26])[CH2:47][C:46]3[CH:50]=[C:51]([C:53]([F:55])([F:56])[F:54])[CH:52]=[C:44]([C:43]([F:42])([F:57])[F:58])[CH:45]=3)[O:13][CH2:12][CH2:11][N:10]2[CH2:16][C:17]2[CH:18]=[CH:19][CH:20]=[CH:21][CH:22]=2)=[CH:7][CH:8]=1. (2) Given the reactants C1(P([C:14]2[CH:19]=CC=CC=2)C2C=CC=CC=2)C=CC=CC=1.C(Cl)Cl.[Br:23]Br.[N+](C[CH:29]([CH2:34][CH:35]([CH3:37])[CH3:36])[CH2:30][C:31]([OH:33])=[O:32])([O-])=O, predict the reaction product. The product is: [CH3:37][CH:35]([CH3:36])[CH2:34][CH:29]([Br:23])[CH2:30][C:31]([O:33][CH2:19][CH3:14])=[O:32]. (3) Given the reactants [CH3:1][N:2]1[C:6]([CH2:7]OC)=[N:5][N:4]=[C:3]1[SH:10].[C:11](O)(=O)CC.CNC(=S)NN, predict the reaction product. The product is: [CH3:1][N:2]1[C:6]([CH2:7][CH3:11])=[N:5][N:4]=[C:3]1[SH:10].